Dataset: Forward reaction prediction with 1.9M reactions from USPTO patents (1976-2016). Task: Predict the product of the given reaction. (1) Given the reactants C[O:2][C:3](=[O:23])[CH2:4][N:5]1[C:13]2[C:8](=[CH:9][CH:10]=[CH:11][CH:12]=2)[C:7](=[C:14]([C:16]2[CH:21]=[CH:20][CH:19]=[CH:18][CH:17]=2)[CH3:15])[C:6]1=[O:22].O.[OH-].[Li+], predict the reaction product. The product is: [O:22]=[C:6]1[C:7](=[C:14]([C:16]2[CH:17]=[CH:18][CH:19]=[CH:20][CH:21]=2)[CH3:15])[C:8]2[C:13](=[CH:12][CH:11]=[CH:10][CH:9]=2)[N:5]1[CH2:4][C:3]([OH:23])=[O:2]. (2) Given the reactants [F:1][C:2]([F:7])([F:6])[C:3]([OH:5])=[O:4].[CH3:8][C:9]1[N:13]2[C:14]3[CH:20]=[C:19]([CH3:21])[N:18]([CH2:22][C:23]4[CH:24]=[C:25]([CH:29]=[CH:30][CH:31]=4)[C:26](N)=[O:27])[C:15]=3[CH:16]=[CH:17][C:12]2=[N:11][N:10]=1.Cl.[NH2:33][OH:34].C(N(C(C)C)CC)(C)C.CC#N, predict the reaction product. The product is: [F:1][C:2]([F:7])([F:6])[C:3]([OH:5])=[O:4].[CH3:8][C:9]1[N:13]2[C:14]3[CH:20]=[C:19]([CH3:21])[N:18]([CH2:22][C:23]4[CH:24]=[C:25]([CH:29]=[CH:30][CH:31]=4)[C:26]([NH:33][OH:34])=[O:27])[C:15]=3[CH:16]=[CH:17][C:12]2=[N:11][N:10]=1. (3) Given the reactants Cl[C:2]1[N:3]=[N:4][C:5]([C:8]2[CH:13]=[CH:12][CH:11]=[CH:10][CH:9]=2)=[CH:6][CH:7]=1.FC(F)(F)C(O)=O.[NH:21]1[CH2:26][CH2:25][C:24]2([C:34]3[C:29](=[CH:30][CH:31]=[CH:32][CH:33]=3)[CH:28]=[CH:27]2)[CH2:23][CH2:22]1.C(=O)([O-])[O-].[K+].[K+], predict the reaction product. The product is: [C:8]1([C:5]2[N:4]=[N:3][C:2]([N:21]3[CH2:26][CH2:25][C:24]4([C:34]5[C:29](=[CH:30][CH:31]=[CH:32][CH:33]=5)[CH:28]=[CH:27]4)[CH2:23][CH2:22]3)=[CH:7][CH:6]=2)[CH:13]=[CH:12][CH:11]=[CH:10][CH:9]=1. (4) Given the reactants [CH2:1]=[C:2]1[C:8]2[CH:9]=[CH:10][CH:11]=[CH:12][C:7]=2[CH2:6][CH2:5][C:4]2[CH:13]=[CH:14][CH:15]=[CH:16][C:3]1=2.[Br-:17].[Br-].[Br-].CN(C)C1C=C[NH+]=CC=1.CN(C1C=C[NH+]=CC=1)C.CN(C1C=C[NH+]=CC=1)C, predict the reaction product. The product is: [Br:17][CH:1]=[C:2]1[C:3]2[CH:16]=[CH:15][CH:14]=[CH:13][C:4]=2[CH2:5][CH2:6][C:7]2[CH:12]=[CH:11][CH:10]=[CH:9][C:8]1=2. (5) Given the reactants [CH3:1][O:2][C:3]1[CH:8]=[CH:7][C:6]([C:9]2[S:13][C:12]3[CH:14]=[C:15]([O:18][CH3:19])[CH:16]=[CH:17][C:11]=3[CH:10]=2)=[CH:5][CH:4]=1.[CH3:20][O:21][C:22]1[CH:30]=[CH:29][C:25]([C:26](Cl)=[O:27])=[CH:24][CH:23]=1.[Al+3].[Cl-].[Cl-].[Cl-].O, predict the reaction product. The product is: [CH3:20][O:21][C:22]1[CH:30]=[CH:29][C:25]([C:26]([C:10]2[C:11]3[CH:17]=[CH:16][C:15]([O:18][CH3:19])=[CH:14][C:12]=3[S:13][C:9]=2[C:6]2[CH:7]=[CH:8][C:3]([O:2][CH3:1])=[CH:4][CH:5]=2)=[O:27])=[CH:24][CH:23]=1. (6) Given the reactants [CH2:1]([C@@:5]1([CH2:31][CH3:32])[NH:11][C@H:10]([C:12]2[CH:17]=[CH:16][CH:15]=[CH:14][CH:13]=2)[C:9]2[CH:18]=[C:19]([O:27][CH3:28])[C:20]([CH2:22][CH2:23][C:24](O)=[O:25])=[CH:21][C:8]=2[S:7](=[O:30])(=[O:29])[CH2:6]1)[CH2:2][CH2:3][CH3:4].CCN(C(C)C)C(C)C.CN(C(ON1N=NC2C=CC=NC1=2)=[N+](C)C)C.F[P-](F)(F)(F)(F)F.Cl.[NH2:67][C:68]([CH3:74])([CH3:73])[C:69]([O:71][CH3:72])=[O:70], predict the reaction product. The product is: [CH2:1]([C@@:5]1([CH2:31][CH3:32])[NH:11][C@H:10]([C:12]2[CH:13]=[CH:14][CH:15]=[CH:16][CH:17]=2)[C:9]2[CH:18]=[C:19]([O:27][CH3:28])[C:20]([CH2:22][CH2:23][C:24]([NH:67][C:68]([CH3:74])([C:69]([O:71][CH3:72])=[O:70])[CH3:73])=[O:25])=[CH:21][C:8]=2[S:7](=[O:29])(=[O:30])[CH2:6]1)[CH2:2][CH2:3][CH3:4]. (7) Given the reactants Br[C:2]1[CH:11]=[C:10]2[C:5]([CH:6]=[C:7]([NH:36][C:37](=[O:46])[O:38][CH2:39][C:40]3[CH:45]=[CH:44][CH:43]=[CH:42][CH:41]=3)[C:8]([C:12]([NH:14][C:15]3[CH:16]=[N:17][CH:18]=[CH:19][C:20]=3[N:21]3[CH2:26][C@H:25]([CH3:27])[CH2:24][C@H:23]([NH:28][C:29]([O:31][C:32]([CH3:35])([CH3:34])[CH3:33])=[O:30])[CH2:22]3)=[O:13])=[N:9]2)=[CH:4][CH:3]=1.[O-]P([O-])([O-])=O.[K+].[K+].[K+].O1CCOCC1.CC1(C)C(C)(C)OB([C:69]2[CH2:70][CH2:71][O:72][CH2:73][CH:74]=2)O1, predict the reaction product. The product is: [CH2:39]([O:38][C:37](=[O:46])[NH:36][C:7]1[C:8]([C:12]([NH:14][C:15]2[CH:16]=[N:17][CH:18]=[CH:19][C:20]=2[N:21]2[CH2:26][C@H:25]([CH3:27])[CH2:24][C@H:23]([NH:28][C:29]([O:31][C:32]([CH3:33])([CH3:34])[CH3:35])=[O:30])[CH2:22]2)=[O:13])=[N:9][C:10]2[C:5]([CH:6]=1)=[CH:4][CH:3]=[C:2]([C:69]1[CH2:74][CH2:73][O:72][CH2:71][CH:70]=1)[CH:11]=2)[C:40]1[CH:45]=[CH:44][CH:43]=[CH:42][CH:41]=1.